From a dataset of Reaction yield outcomes from USPTO patents with 853,638 reactions. Predict the reaction yield, written as a fraction of the theoretical maximum amount of product (1.0 means a 100% yield; for example, 0.34 means a 34% yield). (1) The reactants are [Cl:1][C:2]1[CH:3]=[C:4]([CH:7]=[C:8]([OH:11])[C:9]=1[OH:10])[CH:5]=[O:6].[C:12]([O-])([O-])=O.[Cs+].[Cs+].O. The catalyst is CN(C=O)C. The product is [Cl:1][C:2]1[C:9]2[O:10][CH2:12][O:11][C:8]=2[CH:7]=[C:4]([CH:5]=[O:6])[CH:3]=1. The yield is 0.700. (2) The reactants are [CH2:1]([O:3][C:4]1[CH:5]=[C:6]2[C:11](=[CH:12][C:13]=1[O:14][CH3:15])[N:10]=[CH:9][NH:8][C:7]2=O)[CH3:2].O=P(Cl)(Cl)[Cl:19]. The catalyst is C1(C)C=CC=CC=1. The product is [Cl:19][C:7]1[C:6]2[C:11](=[CH:12][C:13]([O:14][CH3:15])=[C:4]([O:3][CH2:1][CH3:2])[CH:5]=2)[N:10]=[CH:9][N:8]=1. The yield is 0.340. (3) The reactants are [OH:1][C:2]1[CH:7]=[CH:6][N:5]=[C:4]([NH:8][C:9](=[O:13])[CH2:10][O:11][CH3:12])[CH:3]=1.C1CCN2C(=NCCC2)CC1.F[C:26]1[CH:31]=[CH:30][C:29]([N+:32]([O-:34])=[O:33])=[C:28]([C:35]([F:38])([F:37])[F:36])[CH:27]=1. The catalyst is CC#N. The product is [CH3:12][O:11][CH2:10][C:9]([NH:8][C:4]1[CH:3]=[C:2]([O:1][C:26]2[CH:31]=[CH:30][C:29]([N+:32]([O-:34])=[O:33])=[C:28]([C:35]([F:36])([F:38])[F:37])[CH:27]=2)[CH:7]=[CH:6][N:5]=1)=[O:13]. The yield is 0.980. (4) The reactants are [CH3:1][O-:2].[Na+].Cl[C:5]1[CH:10]=[C:9]([N:11]2[CH2:15][CH2:14][N:13]([C:16]3[CH:17]=[N:18][CH:19]=[CH:20][C:21]=3[CH3:22])[C:12]2=[O:23])[CH:8]=[CH:7][N:6]=1.CO. The catalyst is O1CCOCC1.C(Cl)(Cl)Cl. The product is [CH3:1][O:2][C:5]1[CH:10]=[C:9]([N:11]2[CH2:15][CH2:14][N:13]([C:16]3[CH:17]=[N:18][CH:19]=[CH:20][C:21]=3[CH3:22])[C:12]2=[O:23])[CH:8]=[CH:7][N:6]=1. The yield is 0.306. (5) The reactants are C[Sn](C)([C:14]1[C:19]([F:20])=[C:18]([F:21])[C:17]([F:22])=[C:16]([F:23])[C:15]=1[F:24])[C:14]1[C:15]([F:24])=[C:16]([F:23])[C:17]([F:22])=[C:18]([F:21])[C:19]=1[F:20].[B:26]([Cl:29])(Cl)Cl. The catalyst is CCCCCCC.CCCCCC. The product is [Cl:29][B:26]([C:14]1[C:15]([F:24])=[C:16]([F:23])[C:17]([F:22])=[C:18]([F:21])[C:19]=1[F:20])[C:14]1[C:15]([F:24])=[C:16]([F:23])[C:17]([F:22])=[C:18]([F:21])[C:19]=1[F:20]. The yield is 0.820.